Predict the reactants needed to synthesize the given product. From a dataset of Full USPTO retrosynthesis dataset with 1.9M reactions from patents (1976-2016). (1) The reactants are: C(OC(=O)COC1C=CC(Cl)=CC=1C#CC1C=CC=C(S(CCC)(=O)=O)C=1)(C)(C)C.[C:31]([O:35][C:36](=[O:48])[CH2:37][O:38][C:39]1[CH:44]=[CH:43][C:42]([Cl:45])=[CH:41][C:40]=1[C:46]#[CH:47])([CH3:34])([CH3:33])[CH3:32].Br[C:50]1[CH:51]=[C:52]([S:57]([N:60]([CH2:62][CH2:63][CH2:64][N:65]([CH3:67])[CH3:66])[CH3:61])(=[O:59])=[O:58])[CH:53]=[CH:54][C:55]=1[CH3:56]. Given the product [C:31]([O:35][C:36](=[O:48])[CH2:37][O:38][C:39]1[CH:44]=[CH:43][C:42]([Cl:45])=[CH:41][C:40]=1[C:46]#[C:47][C:50]1[CH:51]=[C:52]([S:57]([N:60]([CH2:62][CH2:63][CH2:64][N:65]([CH3:66])[CH3:67])[CH3:61])(=[O:59])=[O:58])[CH:53]=[CH:54][C:55]=1[CH3:56])([CH3:34])([CH3:33])[CH3:32], predict the reactants needed to synthesize it. (2) Given the product [F:23][C:24]1[CH:30]=[C:29]([N+:31]([O-:33])=[O:32])[CH:28]=[CH:27][C:25]=1[NH:26][C:2]1[C:3]2[C:10]([C:11]([F:14])([F:13])[F:12])=[CH:9][N:8]([CH2:15][O:16][CH2:17][CH2:18][Si:19]([CH3:22])([CH3:21])[CH3:20])[C:4]=2[N:5]=[CH:6][CH:7]=1, predict the reactants needed to synthesize it. The reactants are: Cl[C:2]1[CH:7]=[CH:6][N:5]=[C:4]2[N:8]([CH2:15][O:16][CH2:17][CH2:18][Si:19]([CH3:22])([CH3:21])[CH3:20])[CH:9]=[C:10]([C:11]([F:14])([F:13])[F:12])[C:3]=12.[F:23][C:24]1[CH:30]=[C:29]([N+:31]([O-:33])=[O:32])[CH:28]=[CH:27][C:25]=1[NH2:26].C1(P(C2CCCCC2)C2C=CC=CC=2C2C(C(C)C)=CC(C(C)C)=CC=2C(C)C)CCCCC1.C(=O)([O-])[O-].[K+].[K+]. (3) Given the product [F:3][C:4]1[CH:9]=[CH:8][C:7]([N:10]2[CH2:11][CH2:12][CH:13]([C:16]([OH:18])=[O:17])[CH2:14][CH2:15]2)=[CH:6][CH:5]=1, predict the reactants needed to synthesize it. The reactants are: [OH-].[K+].[F:3][C:4]1[CH:9]=[CH:8][C:7]([N:10]2[CH2:15][CH2:14][CH:13]([C:16]([O:18]CC)=[O:17])[CH2:12][CH2:11]2)=[CH:6][CH:5]=1.Cl. (4) Given the product [F:4][C:2]([C:5]1[CH:9]=[C:8]([NH:10][C:18](=[O:19])[O:20][C:21]2[CH:26]=[CH:25][CH:24]=[CH:23][CH:22]=2)[N:7]([C:11]2[CH:12]=[N:13][CH:14]=[CH:15][CH:16]=2)[N:6]=1)([F:1])[CH3:3], predict the reactants needed to synthesize it. The reactants are: [F:1][C:2]([C:5]1[CH:9]=[C:8]([NH2:10])[N:7]([C:11]2[CH:12]=[N:13][CH:14]=[CH:15][CH:16]=2)[N:6]=1)([F:4])[CH3:3].Cl[C:18]([O:20][C:21]1[CH:26]=[CH:25][CH:24]=[CH:23][CH:22]=1)=[O:19]. (5) Given the product [F:1][C:2]1[C:3]([NH:28][CH:29]([C:35]([CH3:38])([CH3:37])[CH3:36])[CH2:30][CH2:31][OH:32])=[N:4][C:5]([C:8]2[C:16]3[C:11](=[N:12][CH:13]=[C:14]([F:17])[CH:15]=3)[N:10]([S:18]([C:21]3[CH:27]=[CH:26][C:24]([CH3:25])=[CH:23][CH:22]=3)(=[O:19])=[O:20])[CH:9]=2)=[N:6][CH:7]=1, predict the reactants needed to synthesize it. The reactants are: [F:1][C:2]1[C:3]([NH:28][CH:29]([C:35]([CH3:38])([CH3:37])[CH3:36])[CH2:30][C:31](OC)=[O:32])=[N:4][C:5]([C:8]2[C:16]3[C:11](=[N:12][CH:13]=[C:14]([F:17])[CH:15]=3)[N:10]([S:18]([C:21]3[CH:27]=[CH:26][C:24]([CH3:25])=[CH:23][CH:22]=3)(=[O:20])=[O:19])[CH:9]=2)=[N:6][CH:7]=1.[BH4-].[Li+].Cl.